Dataset: Reaction yield outcomes from USPTO patents with 853,638 reactions. Task: Predict the reaction yield, written as a fraction of the theoretical maximum amount of product (1.0 means a 100% yield; for example, 0.34 means a 34% yield). (1) No catalyst specified. The yield is 0.200. The reactants are Cl.CC(C1C=[C:8](C=C(C(C)(C)C)C=1O)[C:9]([NH:11][C:12]1[CH:17]=[CH:16][C:15]([NH:18][C:19]([C:21]2[S:22][CH:23]=[CH:24][CH:25]=2)=[NH:20])=[CH:14][CH:13]=1)=O)(C)C.[CH3:34][O:35][C:36]1[CH:37]=[C:38]2[C:42](=[CH:43][CH:44]=1)[NH:41][CH:40]=[C:39]2[CH2:45][C:46]([N:48]1CCN(C2C=CC(N)=CC=2)[CH2:50][CH2:49]1)=[O:47].CC(C1C=C(C=C(C(C)(C)C)C=1O)C(NC1C=CC(N)=CC=1)=O)(C)C. The product is [CH3:34][O:35][C:36]1[CH:37]=[C:38]2[C:42](=[CH:43][CH:44]=1)[NH:41][CH:40]=[C:39]2[CH2:45][C:46]([N:48]1[CH2:8][CH2:9][N:11]([C:12]2[CH:13]=[CH:14][C:15]([NH:18][C:19]([C:21]3[S:22][CH:23]=[CH:24][CH:25]=3)=[NH:20])=[CH:16][CH:17]=2)[CH2:50][CH2:49]1)=[O:47]. (2) The reactants are [NH2:1][C:2]1[C:11]2[C:6](=[CH:7][CH:8]=[C:9]([C:12]3[S:16][C:15]([CH2:17][NH:18][C:19]4[N:29]=[CH:28][CH:27]=[CH:26][C:20]=4[C:21]([O:23]CC)=[O:22])=[CH:14][CH:13]=3)[CH:10]=2)[N:5]=[CH:4][N:3]=1.C(O)C.[OH-].[Na+].O.Cl. No catalyst specified. The product is [NH2:1][C:2]1[C:11]2[C:6](=[CH:7][CH:8]=[C:9]([C:12]3[S:16][C:15]([CH2:17][NH:18][C:19]4[N:29]=[CH:28][CH:27]=[CH:26][C:20]=4[C:21]([OH:23])=[O:22])=[CH:14][CH:13]=3)[CH:10]=2)[N:5]=[CH:4][N:3]=1. The yield is 0.940. (3) The reactants are O=C(C1C=CC=CC=1)C#CC(OC)=O.OC(C)C#CC1C(=O)OC2C(C=1)=CC=C(OC)C=2.C1C=CC(P(C2C=CC=CC=2)C2C=CC=CC=2)=CC=1.[CH:52]1([C:58]([C:60]2[C:73]3[C:64](=[C:65]4[CH2:76][CH2:75][CH2:74][N:67]5[CH2:68][CH2:69][CH2:70][C:71]([CH:72]=3)=[C:66]45)[O:63][C:62](=[O:77])[CH:61]=2)=[O:59])[CH2:57][CH2:56][CH2:55][CH2:54][CH2:53]1. The catalyst is CC#N. The product is [C:58]([C:60]1[C:73]2[C:64](=[C:65]3[CH2:76][CH2:75][CH2:74][N:67]4[CH2:68][CH2:69][CH2:70][C:71]([CH:72]=2)=[C:66]34)[O:63][C:62](=[O:77])[CH:61]=1)(=[O:59])[C:52]1[CH:57]=[CH:56][CH:55]=[CH:54][CH:53]=1. The yield is 0.590.